This data is from Catalyst prediction with 721,799 reactions and 888 catalyst types from USPTO. The task is: Predict which catalyst facilitates the given reaction. (1) Reactant: Cl.[CH2:2]([C:4]1[S:24][C:7]2[N:8]=[C:9]([S:18][CH2:19][C:20]([O:22][CH3:23])=[O:21])[N:10]=[C:11]([N:12]3[CH2:17][CH2:16][NH:15][CH2:14][CH2:13]3)[C:6]=2[CH:5]=1)[CH3:3].C(N(C(C)C)CC)(C)C.[S:34]1[CH:38]=[C:37]([C:39]2[CH:47]=[CH:46][C:42]([C:43](Cl)=[O:44])=[CH:41][CH:40]=2)[N:36]=[N:35]1. Product: [CH2:2]([C:4]1[S:24][C:7]2[N:8]=[C:9]([S:18][CH2:19][C:20]([O:22][CH3:23])=[O:21])[N:10]=[C:11]([N:12]3[CH2:17][CH2:16][N:15]([C:43](=[O:44])[C:42]4[CH:41]=[CH:40][C:39]([C:37]5[N:36]=[N:35][S:34][CH:38]=5)=[CH:47][CH:46]=4)[CH2:14][CH2:13]3)[C:6]=2[CH:5]=1)[CH3:3]. The catalyst class is: 3. (2) Reactant: [Br:1][C:2]1[CH:8]=[CH:7][C:5]([NH2:6])=[CH:4][C:3]=1[C:9]([F:12])([F:11])[F:10].[CH3:13][C:14](=O)[CH2:15][CH2:16][C:17](=O)[CH3:18]. Product: [Br:1][C:2]1[CH:8]=[CH:7][C:5]([N:6]2[C:17]([CH3:18])=[CH:16][CH:15]=[C:14]2[CH3:13])=[CH:4][C:3]=1[C:9]([F:10])([F:11])[F:12]. The catalyst class is: 743. (3) Reactant: [CH2:1]([NH:4][C:5](=O)[C:6]1[CH:11]=[C:10]([Cl:12])[CH:9]=[CH:8][C:7]=1[N+:13]([O-:15])=[O:14])[CH2:2][CH3:3].O=S(Cl)Cl.[NH2:21][CH2:22][CH2:23][CH3:24]. Product: [Cl:12][C:10]1[CH:9]=[CH:8][C:7]([N+:13]([O-:15])=[O:14])=[C:6]([CH:11]=1)[C:5]([NH:21][CH2:22][CH2:23][CH3:24])=[N:4][CH2:1][CH2:2][CH3:3]. The catalyst class is: 1. (4) Product: [F:1][C:2]1[CH:7]=[CH:6][C:5]([C:8]2[C:9](=[O:10])[NH:11][CH2:12][CH2:13][C:14]=2[CH3:15])=[CH:4][CH:3]=1. The catalyst class is: 8. Reactant: [F:1][C:2]1[CH:7]=[CH:6][C:5]([CH2:8][C:9]([NH:11][CH2:12][CH2:13][C:14](=O)[CH3:15])=[O:10])=[CH:4][CH:3]=1.[O-]CC.[Na+].C(O)C. (5) Reactant: [CH3:13][C:12]([O:11][C:9](O[C:9]([O:11][C:12]([CH3:15])([CH3:14])[CH3:13])=[O:10])=[O:10])([CH3:15])[CH3:14].[Br:16][C:17]1[N:18]=[C:19]([C:24]2[N:28]=[C:27]([CH3:29])[O:26][N:25]=2)[C:20]([NH2:23])=[N:21][CH:22]=1. Product: [Br:16][C:17]1[N:18]=[C:19]([C:24]2[N:28]=[C:27]([CH3:29])[O:26][N:25]=2)[C:20]([N:23]([C:9]([O:11][C:12]([CH3:13])([CH3:14])[CH3:15])=[O:10])[C:9](=[O:10])[O:11][C:12]([CH3:15])([CH3:14])[CH3:13])=[N:21][CH:22]=1. The catalyst class is: 79. (6) Reactant: [C:1]([Si:5]1([C:30]([CH3:33])([CH3:32])[CH3:31])[O:10][CH:9]2[CH:11]([OH:29])[CH:12]([N:14]3[C:18]4[N:19]=[C:20]([N:23]=[CH:24][N:25]([CH3:27])[CH3:26])[N:21]=[CH:22][C:17]=4[S:16][C:15]3=[O:28])[O:13][CH:8]2[CH2:7][O:6]1)([CH3:4])([CH3:3])[CH3:2].Cl[C:35]([O:37][CH:38]([CH3:40])[CH3:39])=[O:36]. Product: [CH:38]([O:37][C:35](=[O:36])[O:29][CH:11]1[CH:9]2[O:10][Si:5]([C:1]([CH3:4])([CH3:3])[CH3:2])([C:30]([CH3:33])([CH3:32])[CH3:31])[O:6][CH2:7][CH:8]2[O:13][CH:12]1[N:14]1[C:18]2[N:19]=[C:20]([N:23]=[CH:24][N:25]([CH3:27])[CH3:26])[N:21]=[CH:22][C:17]=2[S:16][C:15]1=[O:28])([CH3:40])[CH3:39]. The catalyst class is: 64. (7) Reactant: [H-].[Na+].C(OP([CH:11]([CH3:17])[C:12]([O:14][CH2:15][CH3:16])=[O:13])(OCC)=O)C.[Br:18][C:19]1[CH:20]=[CH:21][C:22]([N:27]2[CH2:31][CH2:30][CH2:29][CH:28]2[CH3:32])=[C:23]([CH:26]=1)[CH:24]=O.O. Product: [Br:18][C:19]1[CH:20]=[CH:21][C:22]([N:27]2[CH2:31][CH2:30][CH2:29][CH:28]2[CH3:32])=[C:23](/[CH:24]=[C:11](\[CH3:17])/[C:12]([O:14][CH2:15][CH3:16])=[O:13])[CH:26]=1. The catalyst class is: 11. (8) Reactant: C([O:9][CH2:10][CH2:11][N:12]1[C:20]2[C:19](Cl)=[N:18][CH:17]=[N:16][C:15]=2[CH:14]=[CH:13]1)(=O)C1C=CC=CC=1.[NH2:22][C:23]1[CH:43]=[CH:42][C:26]([O:27][C:28]2[CH:29]=[C:30]([CH:39]=[CH:40][CH:41]=2)[C:31]([N:33]([C:35]([CH3:38])([CH3:37])[CH3:36])[CH3:34])=[O:32])=[C:25]([Cl:44])[CH:24]=1.C(=O)([O-])O.[Na+]. Product: [C:35]([N:33]([CH3:34])[C:31](=[O:32])[C:30]1[CH:39]=[CH:40][CH:41]=[C:28]([O:27][C:26]2[CH:42]=[CH:43][C:23]([NH:22][C:19]3[C:20]4[N:12]([CH2:11][CH2:10][OH:9])[CH:13]=[CH:14][C:15]=4[N:16]=[CH:17][N:18]=3)=[CH:24][C:25]=2[Cl:44])[CH:29]=1)([CH3:38])([CH3:37])[CH3:36]. The catalyst class is: 32.